Predict the product of the given reaction. From a dataset of Forward reaction prediction with 1.9M reactions from USPTO patents (1976-2016). (1) Given the reactants Cl.[Cl:2][C:3]1[CH:8]=[CH:7][C:6]([NH:9]N)=[CH:5][CH:4]=1.[O:11]1[CH:16]=[CH:15][CH2:14][CH2:13][CH2:12]1, predict the reaction product. The product is: [Cl:2][C:3]1[CH:8]=[C:7]2[C:6](=[CH:5][CH:4]=1)[NH:9][CH:16]=[C:15]2[CH2:14][CH2:13][CH2:12][OH:11]. (2) Given the reactants C(N1C[C@@H](C2C=CC(Cl)=CC=2)[C@H](CO)C1)C1C=CC=CC=1.C[Si]([N-][Si](C)(C)C)(C)C.[Li+].COC1C=C(OC)C=CC=1C[N:37](C1SN=CN=1)[S:38]([C:41]1[CH:46]=[C:45](F)[C:44](F)=[CH:43][C:42]=1F)(=[O:40])=[O:39].[Cl-].[NH4+], predict the reaction product. The product is: [C:41]1([S:38]([NH2:37])(=[O:40])=[O:39])[CH:46]=[CH:45][CH:44]=[CH:43][CH:42]=1.